Dataset: Full USPTO retrosynthesis dataset with 1.9M reactions from patents (1976-2016). Task: Predict the reactants needed to synthesize the given product. (1) The reactants are: [CH3:1][O-:2].[Na+].[C:4]([O:8][C:9]([N:11]1[CH2:16][CH2:15][N:14]([C:17]2[C:26]3[C:21](=[CH:22][C:23]([Cl:28])=[C:24]([Br:27])[CH:25]=3)[N:20]=[C:19](Cl)[N:18]=2)[CH2:13][CH2:12]1)=[O:10])([CH3:7])([CH3:6])[CH3:5]. Given the product [Br:27][C:24]1[CH:25]=[C:26]2[C:21](=[CH:22][C:23]=1[Cl:28])[N:20]=[C:19]([O:2][CH3:1])[N:18]=[C:17]2[N:14]1[CH2:15][CH2:16][N:11]([C:9]([O:8][C:4]([CH3:7])([CH3:6])[CH3:5])=[O:10])[CH2:12][CH2:13]1, predict the reactants needed to synthesize it. (2) Given the product [CH2:28]([O:27][C:25](=[O:26])[O:13][C:12]1[C:11]2([CH2:18][CH2:17][N:16]([O:19][CH3:20])[CH2:15][CH2:14]2)[NH:10][C:9](=[O:21])[C:8]=1[C:6]1[CH:7]=[C:2]([Br:1])[CH:3]=[C:4]([F:23])[C:5]=1[CH3:22])[CH3:29], predict the reactants needed to synthesize it. The reactants are: [Br:1][C:2]1[CH:3]=[C:4]([F:23])[C:5]([CH3:22])=[C:6]([C:8]2[C:9](=[O:21])[NH:10][C:11]3([CH2:18][CH2:17][N:16]([O:19][CH3:20])[CH2:15][CH2:14]3)[C:12]=2[OH:13])[CH:7]=1.Cl[C:25]([O:27][CH2:28][CH3:29])=[O:26].N1C=CC=CC=1.Cl.